Predict the reactants needed to synthesize the given product. From a dataset of Full USPTO retrosynthesis dataset with 1.9M reactions from patents (1976-2016). (1) Given the product [I:46][C:14]1[C:15]2[C:31]3=[CH:30][C:18]([CH2:19][CH2:20][CH2:21][CH2:22][CH2:23][C:24]4[O:29][C:27]([NH:28][C@@H:4]([CH:1]([CH3:3])[CH3:2])[C:5](=[O:37])[N:6]5[CH2:32][C@H:9]([O:10][C:11]3=[N:12][CH:13]=1)[CH2:8][C@H:7]5[C:33]([O:35][CH3:36])=[O:34])=[N:26][N:25]=4)=[CH:17][CH:16]=2, predict the reactants needed to synthesize it. The reactants are: [CH:1]([C@@H:4]1[NH:28][C:27]2[O:29][C:24](=[N:25][N:26]=2)[CH2:23][CH2:22][CH2:21][CH2:20][CH2:19][C:18]2[CH:30]=[C:31]3[C:15](=[CH:16][CH:17]=2)[CH:14]=[CH:13][N:12]=[C:11]3[O:10][C@H:9]2[CH2:32][N:6]([C@H:7]([C:33]([O:35][CH3:36])=[O:34])[CH2:8]2)[C:5]1=[O:37])([CH3:3])[CH3:2].OS(C(F)(F)F)(=O)=O.[I:46]N1C(=O)CCC1=O.C([O-])(O)=O.[Na+]. (2) Given the product [N:10]([C@H:1]1[C@H:6]([OH:7])[CH2:5][CH:4]=[CH:3][CH2:2]1)=[N+:11]=[N-:12], predict the reactants needed to synthesize it. The reactants are: [CH:1]12[O:7][CH:6]1[CH2:5][CH:4]=[CH:3][CH2:2]2.[Cl-].[NH4+].[N-:10]=[N+:11]=[N-:12].[Na+].C(OCC)(=O)C. (3) Given the product [ClH:21].[F:1][C:2]1[CH:7]=[CH:6][CH:5]=[CH:4][C:3]=1[C:8]1[N:13]=[CH:12][C:11]([CH2:14][CH2:15][C:16]([Cl:21])=[O:18])=[CH:10][CH:9]=1, predict the reactants needed to synthesize it. The reactants are: [F:1][C:2]1[CH:7]=[CH:6][CH:5]=[CH:4][C:3]=1[C:8]1[N:13]=[CH:12][C:11]([CH2:14][CH2:15][C:16]([OH:18])=O)=[CH:10][CH:9]=1.S(Cl)([Cl:21])=O. (4) Given the product [N:22]1[CH:27]=[CH:26][CH:25]=[C:24]([C:28]([N:16]2[CH2:15][CH2:14][C:13]3[C:18](=[CH:19][C:10]([C:7]4[CH:6]=[CH:5][C:4]([C:3]([F:2])([F:20])[F:21])=[CH:9][CH:8]=4)=[CH:11][CH:12]=3)[CH2:17]2)=[O:29])[N:23]=1, predict the reactants needed to synthesize it. The reactants are: Cl.[F:2][C:3]([F:21])([F:20])[C:4]1[CH:9]=[CH:8][C:7]([C:10]2[CH:19]=[C:18]3[C:13]([CH2:14][CH2:15][NH:16][CH2:17]3)=[CH:12][CH:11]=2)=[CH:6][CH:5]=1.[N:22]1[CH:27]=[CH:26][CH:25]=[C:24]([C:28](O)=[O:29])[N:23]=1.CN(C(ON1N=NC2C=CC=NC1=2)=[N+](C)C)C.F[P-](F)(F)(F)(F)F.CN1CCOCC1. (5) Given the product [CH3:1][CH2:2][C:3]1[CH:8]=[CH:7][C:6]([C:9]([CH:11]([CH2:13][N:14]2[CH2:19][CH2:18][CH2:17][CH2:16][CH2:15]2)[CH3:12])=[O:10])=[CH:5][CH:4]=1.[C:47]([O-:54])(=[O:53])/[CH:48]=[CH:49]\[C:50]([O-:52])=[O:51], predict the reactants needed to synthesize it. The reactants are: [CH3:1][CH2:2][C:3]1[CH:4]=[CH:5][C:6]([C:9]([CH:11]([CH2:13][N:14]2[CH2:19][CH2:18][CH2:17][CH2:16][CH2:15]2)[CH3:12])=[O:10])=[CH:7][CH:8]=1.C/C(/C=C1/C(N(CC(O)=O)C(S/1)=S)=O)=C\C1C=CC=CC=1.Cl.C(OCC)C.[C:47]([OH:54])(=[O:53])/[CH:48]=[CH:49]\[C:50]([OH:52])=[O:51]. (6) The reactants are: [C:1]1([NH:7][N:8]=[CH:9][C:10](=[O:12])[CH3:11])[CH:6]=[CH:5][CH:4]=[CH:3][CH:2]=1.[CH:13]([CH:15]=O)=[O:14]. Given the product [OH:12][C:10]1[C:9]([C:13](=[O:14])[CH3:15])=[N:8][N:7]([C:1]2[CH:6]=[CH:5][CH:4]=[CH:3][CH:2]=2)[CH:11]=1, predict the reactants needed to synthesize it. (7) Given the product [C:78]([O:77][C:75]([NH:74][C@H:70]([CH2:69][CH2:68][NH:67][C:62](=[O:63])[C:61]1[CH:60]=[CH:59][C:58]([NH:57][C:47]2[N:46]=[C:45]([NH:44][C:41]3([C:38]4[CH:39]=[CH:40][C:35]([Cl:34])=[CH:36][CH:37]=4)[CH2:43][CH2:42]3)[N:50]=[C:49]([O:51][CH2:52][C:53]([F:56])([F:54])[F:55])[N:48]=2)=[CH:66][CH:65]=1)[C:71]([OH:73])=[O:72])=[O:76])([CH3:81])([CH3:80])[CH3:79], predict the reactants needed to synthesize it. The reactants are: C(N(CC)C(C)C)(C)C.CN(C(ON1N=NC2C=CC=NC1=2)=[N+](C)C)C.F[P-](F)(F)(F)(F)F.[Cl:34][C:35]1[CH:40]=[CH:39][C:38]([C:41]2([NH:44][C:45]3[N:50]=[C:49]([O:51][CH2:52][C:53]([F:56])([F:55])[F:54])[N:48]=[C:47]([NH:57][C:58]4[CH:66]=[CH:65][C:61]([C:62](O)=[O:63])=[CH:60][CH:59]=4)[N:46]=3)[CH2:43][CH2:42]2)=[CH:37][CH:36]=1.[NH2:67][CH2:68][CH2:69][C@@H:70]([NH:74][C:75]([O:77][C:78]([CH3:81])([CH3:80])[CH3:79])=[O:76])[C:71]([OH:73])=[O:72]. (8) Given the product [O:3]1[CH2:4][CH2:5][CH2:6][CH:2]1[C:7]([O:9][CH3:23])=[O:8], predict the reactants needed to synthesize it. The reactants are: C[C:2]1([C:7]([OH:9])=[O:8])[CH2:6][CH2:5][CH2:4][O:3]1.OS(O)(=O)=O.N.[O-]S([O-])(=O)=O.[Na+].[Na+].[CH3:23]O. (9) Given the product [NH2:25][C:13]1[C:14]([O:16][C@@:17]([CH3:24])([O:22][CH3:23])[C:18]([F:21])([F:19])[F:20])=[CH:15][C:10]([CH2:9][C@H:6]2[C@H:7]([OH:8])[C@@H:2]([NH:1][CH2:35][C:34]3[CH:37]=[C:38]([O:40][CH3:41])[CH:39]=[C:32]([C:28]([CH3:31])([CH3:30])[CH3:29])[CH:33]=3)[CH2:3][S@:4](=[O:27])[CH2:5]2)=[CH:11][C:12]=1[F:26], predict the reactants needed to synthesize it. The reactants are: [NH2:1][C@@H:2]1[C@@H:7]([OH:8])[C@H:6]([CH2:9][C:10]2[CH:15]=[C:14]([O:16][C@@:17]([CH3:24])([O:22][CH3:23])[C:18]([F:21])([F:20])[F:19])[C:13]([NH2:25])=[C:12]([F:26])[CH:11]=2)[CH2:5][S@@:4](=[O:27])[CH2:3]1.[C:28]([C:32]1[CH:33]=[C:34]([CH:37]=[C:38]([O:40][CH3:41])[CH:39]=1)[CH:35]=O)([CH3:31])([CH3:30])[CH3:29].